From a dataset of Full USPTO retrosynthesis dataset with 1.9M reactions from patents (1976-2016). Predict the reactants needed to synthesize the given product. Given the product [CH2:5]([O:7][C:8](=[O:45])[CH:9]([C:27]1[N:28]([CH3:44])[C:29]2[C:34]([C:35]=1[C:51](=[O:52])[CH2:50][C:46]([CH3:49])([CH3:48])[CH3:47])=[CH:33][C:32]([O:36][CH2:37][C:38]1[CH:43]=[CH:42][CH:41]=[CH:40][N:39]=1)=[CH:31][CH:30]=2)[CH2:10][C:11]1[CH:12]=[CH:13][C:14]([C:17]2[CH:22]=[CH:21][C:20]([C:23]([F:25])([F:26])[F:24])=[CH:19][N:18]=2)=[CH:15][CH:16]=1)[CH3:6], predict the reactants needed to synthesize it. The reactants are: [Cl-].[Al+3].[Cl-].[Cl-].[CH2:5]([O:7][C:8](=[O:45])[CH:9]([C:27]1[N:28]([CH3:44])[C:29]2[C:34]([CH:35]=1)=[CH:33][C:32]([O:36][CH2:37][C:38]1[CH:43]=[CH:42][CH:41]=[CH:40][N:39]=1)=[CH:31][CH:30]=2)[CH2:10][C:11]1[CH:16]=[CH:15][C:14]([C:17]2[CH:22]=[CH:21][C:20]([C:23]([F:26])([F:25])[F:24])=[CH:19][N:18]=2)=[CH:13][CH:12]=1)[CH3:6].[C:46]([CH2:50][C:51](Cl)=[O:52])([CH3:49])([CH3:48])[CH3:47].